From a dataset of Reaction yield outcomes from USPTO patents with 853,638 reactions. Predict the reaction yield, written as a fraction of the theoretical maximum amount of product (1.0 means a 100% yield; for example, 0.34 means a 34% yield). (1) The reactants are [CH2:1]([O:3][C:4]1[CH:9]=[CH:8][C:7]([S:10](Cl)(=[O:12])=[O:11])=[CH:6][C:5]=1[C:14]1[NH:19][C:18](=[O:20])[C:17]2=[C:21]([CH2:27][CH3:28])[N:22]=[C:23]([CH2:24][CH2:25][CH3:26])[N:16]2[N:15]=1)[CH3:2].CN(C1C=CC=CN=1)C.[CH2:38]([NH:40][CH2:41][CH2:42][OH:43])[CH3:39]. The catalyst is ClCCl. The product is [CH2:1]([O:3][C:4]1[CH:9]=[CH:8][C:7]([S:10]([N:40]([CH2:38][CH3:39])[CH2:41][CH2:42][OH:43])(=[O:12])=[O:11])=[CH:6][C:5]=1[C:14]1[NH:19][C:18](=[O:20])[C:17]2=[C:21]([CH2:27][CH3:28])[N:22]=[C:23]([CH2:24][CH2:25][CH3:26])[N:16]2[N:15]=1)[CH3:2]. The yield is 0.630. (2) The reactants are [Cl:1][C:2]1[CH:3]=[C:4]([N:12]([CH2:22][CH3:23])[C@H:13]2[CH2:18][CH2:17][C@H:16]([N:19]([CH3:21])[CH3:20])[CH2:15][CH2:14]2)[C:5]([CH3:11])=[C:6]([CH:10]=1)[C:7](O)=[O:8].N#N.CN(C(ON1N=NC2C=CC=NC1=2)=[N+](C)C)C.F[P-](F)(F)(F)(F)F.CCN(C(C)C)C(C)C.[CH3:59][O:60][C:61]1[N:65]([CH3:66])[N:64]=[C:63]([C:67]([F:70])([F:69])[F:68])[C:62]=1[CH2:71][NH2:72]. The catalyst is CN(C=O)C.O. The product is [Cl:1][C:2]1[CH:3]=[C:4]([N:12]([CH2:22][CH3:23])[C@H:13]2[CH2:14][CH2:15][C@H:16]([N:19]([CH3:21])[CH3:20])[CH2:17][CH2:18]2)[C:5]([CH3:11])=[C:6]([CH:10]=1)[C:7]([NH:72][CH2:71][C:62]1[C:63]([C:67]([F:69])([F:70])[F:68])=[N:64][N:65]([CH3:66])[C:61]=1[O:60][CH3:59])=[O:8]. The yield is 0.570. (3) The reactants are [CH3:1][C:2]1[N:6]([CH2:7][C:8]2[CH:9]=[CH:10][CH:11]=[C:12]3[C:17]=2[N:16]=[CH:15][CH:14]=[CH:13]3)[C:5]2[CH:18]=[C:19]([N:26]3[CH2:31][CH2:30][O:29][CH2:28][CH2:27]3)[CH:20]=[C:21]([C:22]([O:24]C)=[O:23])[C:4]=2[N:3]=1.[Li+].[OH-]. The catalyst is C1COCC1. The product is [CH3:1][C:2]1[N:6]([CH2:7][C:8]2[CH:9]=[CH:10][CH:11]=[C:12]3[C:17]=2[N:16]=[CH:15][CH:14]=[CH:13]3)[C:5]2[CH:18]=[C:19]([N:26]3[CH2:31][CH2:30][O:29][CH2:28][CH2:27]3)[CH:20]=[C:21]([C:22]([OH:24])=[O:23])[C:4]=2[N:3]=1. The yield is 0.690. (4) The reactants are Br[CH2:2][C:3]([C:5]1[CH:10]=[CH:9][C:8]([Br:11])=[CH:7][CH:6]=1)=O.[C:12]([CH2:14][C:15]([NH2:17])=[S:16])#[N:13]. No catalyst specified. The product is [Br:11][C:8]1[CH:9]=[CH:10][C:5]([C:3]2[N:17]=[C:15]([CH2:14][C:12]#[N:13])[S:16][CH:2]=2)=[CH:6][CH:7]=1. The yield is 0.480. (5) The reactants are I[C:2]1[CH:3]=[C:4]2[C:9](=[CH:10][CH:11]=1)[N:8]=[CH:7][CH:6]=[CH:5]2.[Li+].[Cl-].[CH2:14]([O:16][C:17](=[O:23])[C:18](OCC)=[O:19])[CH3:15]. The catalyst is C1COCC1. The product is [O:19]=[C:18]([C:2]1[CH:3]=[C:4]2[C:9](=[CH:10][CH:11]=1)[N:8]=[CH:7][CH:6]=[CH:5]2)[C:17]([O:16][CH2:14][CH3:15])=[O:23]. The yield is 0.700. (6) The reactants are [Br:1]Br.[S:3]1[CH:7]=[CH:6][N:5]=[C:4]1[C:8](=[O:10])[CH3:9]. The catalyst is CC(O)=O. The product is [Br:1][CH2:9][C:8]([C:4]1[S:3][CH:7]=[CH:6][N:5]=1)=[O:10]. The yield is 1.00. (7) The reactants are [N+:1]([CH2:4][C:5]1([CH2:15][C:16](OCC)=O)[CH2:14][CH2:13][C:8]2([O:12][CH2:11][CH2:10][O:9]2)[CH2:7][CH2:6]1)([O-])=O.CC[OH:23]. The catalyst is [Ni]. The product is [O:12]1[C:8]2([CH2:13][CH2:14][C:5]3([CH2:15][CH2:16][NH:1][C:4]3=[O:23])[CH2:6][CH2:7]2)[O:9][CH2:10][CH2:11]1. The yield is 0.838.